Dataset: HIV replication inhibition screening data with 41,000+ compounds from the AIDS Antiviral Screen. Task: Binary Classification. Given a drug SMILES string, predict its activity (active/inactive) in a high-throughput screening assay against a specified biological target. (1) The molecule is CCOC(=O)c1c(NCc2ccccc2)n(-c2ccccc2)c(=S)n(-c2ccccc2)c1=O. The result is 0 (inactive). (2) The molecule is C=CCNc1nc(C#N)c(N)s1. The result is 0 (inactive). (3) The compound is Cc1[nH]c2ccccc2c1C1Cc2ccccc2N1C(=O)C#Cc1ccc([N+](=O)[O-])cc1.Cl. The result is 0 (inactive).